Dataset: NCI-60 drug combinations with 297,098 pairs across 59 cell lines. Task: Regression. Given two drug SMILES strings and cell line genomic features, predict the synergy score measuring deviation from expected non-interaction effect. (1) Drug 1: CC12CCC3C(C1CCC2=O)CC(=C)C4=CC(=O)C=CC34C. Drug 2: CC1=C2C(C(=O)C3(C(CC4C(C3C(C(C2(C)C)(CC1OC(=O)C(C(C5=CC=CC=C5)NC(=O)C6=CC=CC=C6)O)O)OC(=O)C7=CC=CC=C7)(CO4)OC(=O)C)O)C)OC(=O)C. Cell line: U251. Synergy scores: CSS=53.6, Synergy_ZIP=-1.96, Synergy_Bliss=-2.50, Synergy_Loewe=-2.18, Synergy_HSA=-0.692. (2) Synergy scores: CSS=-2.02, Synergy_ZIP=-0.121, Synergy_Bliss=-1.61, Synergy_Loewe=-3.71, Synergy_HSA=-3.63. Drug 2: C1CN(P(=O)(OC1)NCCCl)CCCl. Drug 1: CCCCCOC(=O)NC1=NC(=O)N(C=C1F)C2C(C(C(O2)C)O)O. Cell line: RXF 393.